This data is from Full USPTO retrosynthesis dataset with 1.9M reactions from patents (1976-2016). The task is: Predict the reactants needed to synthesize the given product. (1) Given the product [C:1]1([C:7]2[N:8]=[N:9][CH:10]=[C:11]([C:27]3[CH:32]=[CH:31][CH:30]=[CH:29][CH:28]=3)[CH:12]=2)[CH:2]=[CH:3][CH:4]=[CH:5][CH:6]=1, predict the reactants needed to synthesize it. The reactants are: [C:1]1([C:7]2[N:8]=[N:9][CH:10]=[C:11]([Sn](CCCC)(CCCC)CCCC)[CH:12]=2)[CH:6]=[CH:5][CH:4]=[CH:3][CH:2]=1.Br[C:27]1[CH:32]=[CH:31][CH:30]=[CH:29][CH:28]=1. (2) Given the product [N:3]1([CH2:9][C:10]2[CH:11]=[C:12]3[C:17](=[CH:18][CH:19]=2)[CH2:16][N:15]([CH:32]2[CH2:28][CH2:29][N:30]([C:33]([O:35][C:36]([CH3:39])([CH3:38])[CH3:37])=[O:34])[CH2:31]2)[CH2:14][CH2:13]3)[CH2:4][CH2:5][CH2:6][CH2:7][CH2:8]1, predict the reactants needed to synthesize it. The reactants are: Cl.Cl.[N:3]1([CH2:9][C:10]2[CH:11]=[C:12]3[C:17](=[CH:18][CH:19]=2)[CH2:16][NH:15][CH2:14][CH2:13]3)[CH2:8][CH2:7][CH2:6][CH2:5][CH2:4]1.C(N(CC)CC)C.O=[C:28]1[CH2:32][CH2:31][N:30]([C:33]([O:35][C:36]([CH3:39])([CH3:38])[CH3:37])=[O:34])[CH2:29]1.C(O[BH-](OC(=O)C)OC(=O)C)(=O)C.[Na+].C(=O)([O-])O.[Na+].